Dataset: Catalyst prediction with 721,799 reactions and 888 catalyst types from USPTO. Task: Predict which catalyst facilitates the given reaction. (1) Reactant: [OH:1][C:2]1[CH:7]=[CH:6][C:5]([CH:8]([CH3:11])C#N)=[CH:4][CH:3]=1.[C:12]1([CH2:18][CH2:19][CH2:20]Br)[CH:17]=[CH:16][CH:15]=[CH:14][CH:13]=1.C(=O)([O-])[O-].[K+].[K+].[CH3:28][N:29](C)C=O. Product: [C:12]1([CH2:18][CH2:19][CH2:20][O:1][C:2]2[CH:3]=[CH:4][C:5]([CH2:8][CH2:11][C:28]#[N:29])=[CH:6][CH:7]=2)[CH:17]=[CH:16][CH:15]=[CH:14][CH:13]=1. The catalyst class is: 27. (2) Reactant: [Cl:1][C:2]1[C:3]([NH:15][CH:16]2[CH2:21][CH2:20][CH2:19][CH:18]([NH:22]C(=O)OC(C)(C)C)[CH2:17]2)=[N:4][C:5]([NH:8][C:9]2[S:13][N:12]=[C:11]([CH3:14])[CH:10]=2)=[N:6][CH:7]=1.Cl.O1CCOCC1. Product: [NH2:22][CH:18]1[CH2:19][CH2:20][CH2:21][CH:16]([NH:15][C:3]2[C:2]([Cl:1])=[CH:7][N:6]=[C:5]([NH:8][C:9]3[S:13][N:12]=[C:11]([CH3:14])[CH:10]=3)[N:4]=2)[CH2:17]1. The catalyst class is: 100.